From a dataset of Forward reaction prediction with 1.9M reactions from USPTO patents (1976-2016). Predict the product of the given reaction. Given the reactants [Cl:1][C:2]1[C:3]([NH:23][C:24]2[CH:28]=[C:27]([CH3:29])[NH:26][N:25]=2)=[N:4][C:5]([NH:8][C:9]2[CH:14]=[C:13]([CH3:15])[C:12]([CH:16]3[CH2:21][CH2:20][NH:19][CH2:18][CH2:17]3)=[CH:11][C:10]=2[F:22])=[N:6][CH:7]=1.[C:30](#[N:33])[CH:31]=[CH2:32], predict the reaction product. The product is: [Cl:1][C:2]1[C:3]([NH:23][C:24]2[CH:28]=[C:27]([CH3:29])[NH:26][N:25]=2)=[N:4][C:5]([NH:8][C:9]2[C:10]([F:22])=[CH:11][C:12]([CH:16]3[CH2:17][CH2:18][N:19]([CH2:32][CH2:31][C:30]#[N:33])[CH2:20][CH2:21]3)=[C:13]([CH3:15])[CH:14]=2)=[N:6][CH:7]=1.